Dataset: Forward reaction prediction with 1.9M reactions from USPTO patents (1976-2016). Task: Predict the product of the given reaction. (1) Given the reactants [C:1]([O:4][CH2:5][C:6]([NH:8][C:9]1[C:10]([NH:16][C:17]([CH3:24])([CH3:23])[CH2:18][O:19][C:20](=[O:22])[CH3:21])=[CH:11][C:12]([Br:15])=[N:13][CH:14]=1)=O)(=[O:3])[CH3:2], predict the reaction product. The product is: [C:1]([O:4][CH2:5][C:6]1[N:16]([C:17]([CH3:24])([CH3:23])[CH2:18][O:19][C:20](=[O:22])[CH3:21])[C:10]2[CH:11]=[C:12]([Br:15])[N:13]=[CH:14][C:9]=2[N:8]=1)(=[O:3])[CH3:2]. (2) Given the reactants [CH3:1][C:2]1[S:3][C:4]([C:9]2[CH:14]=[CH:13][C:12]([C:15]([F:18])([F:17])[F:16])=[CH:11][CH:10]=2)=[CH:5][C:6]=1[CH:7]=[O:8].[CH:19]1([Mg]Br)[CH2:24][CH2:23][CH2:22][CH2:21][CH2:20]1.O1CCCC1.Cl, predict the reaction product. The product is: [CH:19]1([CH:7]([C:6]2[CH:5]=[C:4]([C:9]3[CH:10]=[CH:11][C:12]([C:15]([F:16])([F:18])[F:17])=[CH:13][CH:14]=3)[S:3][C:2]=2[CH3:1])[OH:8])[CH2:24][CH2:23][CH2:22][CH2:21][CH2:20]1. (3) The product is: [Br:28][C:21]1[CH:26]=[CH:25][C:24]([CH:16]2[O:17][CH2:18][CH2:19][N:14]([CH3:12])[CH2:15]2)=[CH:23][CH:22]=1. Given the reactants BrC1C=CC(C2C=[C:12]([N:14]3[CH2:19][CH2:18][O:17][CH2:16][CH2:15]3)C=CC=2C)=CC=1.[C:21]1(O)[CH:26]=[CH:25][CH:24]=[CH:23][CH:22]=1.[BrH:28].C=O.[BH-](OC(C)=O)(OC(C)=O)OC(C)=O.[Na+].C([O-])(O)=O.[Na+], predict the reaction product.